From a dataset of Full USPTO retrosynthesis dataset with 1.9M reactions from patents (1976-2016). Predict the reactants needed to synthesize the given product. (1) The reactants are: [F:1][C:2]1[C:3]([C:21]2[CH:26]=[CH:25][CH:24]=[CH:23][CH:22]=2)=[C:4]([N:8]2[CH2:13][CH2:12][N:11](C(OC(C)(C)C)=O)[CH2:10][CH2:9]2)[CH:5]=[N:6][CH:7]=1.[ClH:27].CO. Given the product [ClH:27].[ClH:27].[F:1][C:2]1[C:3]([C:21]2[CH:26]=[CH:25][CH:24]=[CH:23][CH:22]=2)=[C:4]([N:8]2[CH2:13][CH2:12][NH:11][CH2:10][CH2:9]2)[CH:5]=[N:6][CH:7]=1, predict the reactants needed to synthesize it. (2) The reactants are: [CH3:1][C:2]1[N:6]=[C:5]([C:7]2[CH:12]=[CH:11][C:10]([N:13]3[CH:22]=[C:21]4[C:15]([CH2:16][CH2:17][NH:18][CH2:19][CH2:20]4)=[N:14]3)=[CH:9][CH:8]=2)[O:4][N:3]=1.[CH3:23][C:24]([CH3:26])=O.C(O[BH-](OC(=O)C)OC(=O)C)(=O)C.[Na+]. Given the product [CH3:23][CH:24]([N:18]1[CH2:19][CH2:20][C:21]2=[CH:22][N:13]([C:10]3[CH:11]=[CH:12][C:7]([C:5]4[O:4][N:3]=[C:2]([CH3:1])[N:6]=4)=[CH:8][CH:9]=3)[N:14]=[C:15]2[CH2:16][CH2:17]1)[CH3:26], predict the reactants needed to synthesize it. (3) Given the product [CH2:1]([N:8]1[C:16]2[C:11](=[CH:12][C:13]([N+:17]([O-:19])=[O:18])=[CH:14][CH:15]=2)[C:10]([C:33]2[CH:34]=[CH:35][C:30]([C:26]([CH3:29])([CH3:28])[CH3:27])=[CH:31][CH:32]=2)=[C:9]1[C:21]([O:23][CH2:24][CH3:25])=[O:22])[C:2]1[CH:7]=[CH:6][CH:5]=[CH:4][CH:3]=1, predict the reactants needed to synthesize it. The reactants are: [CH2:1]([N:8]1[C:16]2[C:11](=[CH:12][C:13]([N+:17]([O-:19])=[O:18])=[CH:14][CH:15]=2)[C:10](Br)=[C:9]1[C:21]([O:23][CH2:24][CH3:25])=[O:22])[C:2]1[CH:7]=[CH:6][CH:5]=[CH:4][CH:3]=1.[C:26]([C:30]1[CH:35]=[CH:34][C:33](B(O)O)=[CH:32][CH:31]=1)([CH3:29])([CH3:28])[CH3:27].C(=O)([O-])[O-].[Na+].[Na+]. (4) Given the product [F:32][C:29]([F:30])([F:31])[C:27]1[CH:26]=[C:5]([CH:4]=[C:3]([C:2]([F:1])([F:33])[F:34])[CH:28]=1)[C:6]([N:8]1[CH2:25][CH2:24][C:11]2([C:15](=[O:16])[N:14]([CH2:39][CH2:38][CH2:37][N:36]([CH3:41])[CH3:35])[CH:13]=[C:12]2[C:17]2[CH:22]=[CH:21][CH:20]=[CH:19][C:18]=2[CH3:23])[CH2:10][CH2:9]1)=[O:7], predict the reactants needed to synthesize it. The reactants are: [F:1][C:2]([F:34])([F:33])[C:3]1[CH:4]=[C:5]([CH:26]=[C:27]([C:29]([F:32])([F:31])[F:30])[CH:28]=1)[C:6]([N:8]1[CH2:25][CH2:24][C:11]2([C:15](=[O:16])[NH:14][CH:13]=[C:12]2[C:17]2[CH:22]=[CH:21][CH:20]=[CH:19][C:18]=2[CH3:23])[CH2:10][CH2:9]1)=[O:7].[CH3:35][N:36]([CH3:41])[CH2:37][CH2:38][CH2:39]Cl.